Predict the product of the given reaction. From a dataset of Forward reaction prediction with 1.9M reactions from USPTO patents (1976-2016). Given the reactants [OH:1][CH:2]1[CH:6]([OH:7])[CH2:5][N:4]([C:8]2[CH:9]=[C:10]([CH:16]=[CH:17][CH:18]=2)[C:11]([O:13]CC)=[O:12])[CH2:3]1.O.[Li+].[OH-], predict the reaction product. The product is: [OH:1][CH:2]1[CH:6]([OH:7])[CH2:5][N:4]([C:8]2[CH:9]=[C:10]([CH:16]=[CH:17][CH:18]=2)[C:11]([OH:13])=[O:12])[CH2:3]1.